Dataset: Peptide-MHC class II binding affinity with 134,281 pairs from IEDB. Task: Regression. Given a peptide amino acid sequence and an MHC pseudo amino acid sequence, predict their binding affinity value. This is MHC class II binding data. (1) The peptide sequence is ATEVVRRLTATAHRG. The MHC is HLA-DQA10102-DQB10602 with pseudo-sequence HLA-DQA10102-DQB10602. The binding affinity (normalized) is 0.151. (2) The peptide sequence is SGLVWGQKYFKGNFQ. The MHC is DRB1_0405 with pseudo-sequence DRB1_0405. The binding affinity (normalized) is 0.237. (3) The binding affinity (normalized) is 0.802. The peptide sequence is QEALNIALVAVSLIA. The MHC is DRB1_0701 with pseudo-sequence DRB1_0701.